Dataset: Full USPTO retrosynthesis dataset with 1.9M reactions from patents (1976-2016). Task: Predict the reactants needed to synthesize the given product. (1) Given the product [CH3:21][N:22]([C:23]1[CH:28]=[CH:27][CH:26]=[CH:25][CH:24]=1)[C:16]([C:15]1[CH:14]=[CH:13][C:12]([C@@H:10]2[CH2:11][C@H:9]2[NH:8][C:6](=[O:7])[O:5][C:1]([CH3:2])([CH3:3])[CH3:4])=[CH:20][CH:19]=1)=[O:18], predict the reactants needed to synthesize it. The reactants are: [C:1]([O:5][C:6]([NH:8][C@@H:9]1[CH2:11][C@H:10]1[C:12]1[CH:20]=[CH:19][C:15]([C:16]([OH:18])=O)=[CH:14][CH:13]=1)=[O:7])([CH3:4])([CH3:3])[CH3:2].[CH3:21][NH:22][C:23]1[CH:28]=[CH:27][CH:26]=[CH:25][CH:24]=1.ON1C2C=CC=CC=2N=N1.Cl.C(N=C=NCCCN(C)C)C.Cl. (2) The reactants are: Br[C:2]1[CH:10]=[CH:9][CH:8]=[C:7]2[C:3]=1[C:4]1([C:34]3[C:25](=[CH:26][C:27]4[O:32][CH2:31][CH2:30][O:29][C:28]=4[CH:33]=3)[O:24][CH2:23]1)[C:5](=[O:22])[N:6]2[CH2:11][C:12]1[C:17]([C:18]([F:21])([F:20])[F:19])=[CH:16][CH:15]=[CH:14][N:13]=1.CC(C)([O-])C.[Na+].C1(P(C2C=CC=CC=2)C2C=CC3C(=CC=CC=3)C=2C2C3C(=CC=CC=3)C=CC=2P(C2C=CC=CC=2)C2C=CC=CC=2)C=CC=CC=1.[CH2:87]([NH2:94])[C:88]1[CH:93]=[CH:92][CH:91]=[CH:90][CH:89]=1. Given the product [CH2:87]([NH:94][C:2]1[CH:10]=[CH:9][CH:8]=[C:7]2[C:3]=1[C:4]1([C:34]3[C:25](=[CH:26][C:27]4[O:32][CH2:31][CH2:30][O:29][C:28]=4[CH:33]=3)[O:24][CH2:23]1)[C:5](=[O:22])[N:6]2[CH2:11][C:12]1[C:17]([C:18]([F:21])([F:20])[F:19])=[CH:16][CH:15]=[CH:14][N:13]=1)[C:88]1[CH:93]=[CH:92][CH:91]=[CH:90][CH:89]=1, predict the reactants needed to synthesize it.